This data is from Full USPTO retrosynthesis dataset with 1.9M reactions from patents (1976-2016). The task is: Predict the reactants needed to synthesize the given product. (1) Given the product [CH:20]1([C:2]2[C:7]([F:8])=[C:6]([CH:9]=[O:10])[C:5]([O:11][CH3:12])=[CH:4][C:3]=2[C:13]2[CH:18]=[CH:17][C:16]([F:19])=[CH:15][CH:14]=2)[CH2:22][CH2:21]1, predict the reactants needed to synthesize it. The reactants are: Br[C:2]1[C:7]([F:8])=[C:6]([CH:9]=[O:10])[C:5]([O:11][CH3:12])=[CH:4][C:3]=1[C:13]1[CH:18]=[CH:17][C:16]([F:19])=[CH:15][CH:14]=1.[CH:20]1(B(O)O)[CH2:22][CH2:21]1. (2) The reactants are: C(N(CC)CC)C.[C:8](Br)([C:21]1[CH:26]=[CH:25][CH:24]=[CH:23][CH:22]=1)([C:15]1[CH:20]=[CH:19][CH:18]=[CH:17][CH:16]=1)[C:9]1[CH:14]=[CH:13][CH:12]=[CH:11][CH:10]=1.[CH3:28][C:29]([CH3:39])([CH2:37][CH3:38])[CH2:30][C:31]1[N:32]=[C:33]([CH3:36])[NH:34][CH:35]=1. Given the product [CH3:28][C:29]([CH3:39])([CH2:37][CH3:38])[CH2:30][C:31]1[N:32]=[C:33]([CH3:36])[N:34]([C:8]([C:21]2[CH:26]=[CH:25][CH:24]=[CH:23][CH:22]=2)([C:15]2[CH:20]=[CH:19][CH:18]=[CH:17][CH:16]=2)[C:9]2[CH:14]=[CH:13][CH:12]=[CH:11][CH:10]=2)[CH:35]=1, predict the reactants needed to synthesize it. (3) Given the product [CH3:12][C@@H:11]([NH:13][CH2:14][CH2:15][CH2:16][C:17]1[CH:22]=[CH:21][CH:20]=[C:19]([C:23]([F:24])([F:25])[F:26])[CH:18]=1)[C:1]1[CH:2]=[CH:3][CH:4]=[C:5]2[CH:6]=[CH:7][CH:8]=[CH:9][C:10]=12, predict the reactants needed to synthesize it. The reactants are: [C:1]1([C@H:11]([NH:13][CH2:14]/[CH:15]=[CH:16]/[C:17]2[CH:22]=[CH:21][CH:20]=[C:19]([C:23]([F:26])([F:25])[F:24])[CH:18]=2)[CH3:12])[C:10]2[C:5](=[CH:6][CH:7]=[CH:8][CH:9]=2)[CH:4]=[CH:3][CH:2]=1.C(O)=O. (4) Given the product [CH3:1][C:2]1([CH3:22])[O:6][C@H:5]2[C@H:7]([N:12]3[C:16]4[N:17]=[CH:18][N:19]=[C:20]([CH3:21])[C:15]=4[CH:14]=[CH:13]3)[O:8][C@@H:9]([CH2:10][OH:11])[C@H:4]2[O:3]1, predict the reactants needed to synthesize it. The reactants are: [CH3:1][C:2]1([CH3:22])[O:6][C@H:5]2[C@H:7]([N:12]3[C:16]4[N:17]=[CH:18][N:19]=[C:20]([CH3:21])[C:15]=4[CH:14]=[CH:13]3)[O:8][C@@H:9]([CH:10]=[O:11])[C@H:4]2[O:3]1.[BH4-].[Na+]. (5) Given the product [CH3:20][S:17]([O:9][CH2:8][CH2:7][CH2:6][N:1]1[CH:5]=[CH:4][CH:3]=[N:2]1)(=[O:19])=[O:18], predict the reactants needed to synthesize it. The reactants are: [N:1]1([CH2:6][CH2:7][CH2:8][OH:9])[CH:5]=[CH:4][CH:3]=[N:2]1.C(N(CC)CC)C.[S:17](Cl)([CH3:20])(=[O:19])=[O:18]. (6) Given the product [CH3:25][N:23]([CH2:22][CH:19]1[CH2:20][CH2:21][N:16]([C:14]([NH:13][C:9]2[CH:8]=[C:7]([O:6][C:5]3[CH:26]=[CH:27][C:2]([NH:1][C:53]([NH:52][C:50](=[O:51])[CH2:49][C:43]4[CH:44]=[CH:45][CH:46]=[CH:47][CH:48]=4)=[S:54])=[CH:3][CH:4]=3)[CH:12]=[CH:11][N:10]=2)=[O:15])[CH2:17][CH2:18]1)[CH3:24], predict the reactants needed to synthesize it. The reactants are: [NH2:1][C:2]1[CH:27]=[CH:26][C:5]([O:6][C:7]2[CH:12]=[CH:11][N:10]=[C:9]([NH:13][C:14]([N:16]3[CH2:21][CH2:20][CH:19]([CH2:22][N:23]([CH3:25])[CH3:24])[CH2:18][CH2:17]3)=[O:15])[CH:8]=2)=[CH:4][CH:3]=1.C12(CS(O)(=O)=O)C(C)(C)C(CC1)CC2=O.[C:43]1([CH2:49][C:50]([N:52]=[C:53]=[S:54])=[O:51])[CH:48]=[CH:47][CH:46]=[CH:45][CH:44]=1. (7) Given the product [CH3:3][O:4][C:5]([C:7]1[N:8]([N:12]([CH2:20][C:21]2[CH:26]=[CH:25][CH:24]=[CH:23][CH:22]=2)[C:13]([O:15][C:16]([CH3:19])([CH3:18])[CH3:17])=[O:14])[CH:9]=[CH:10][CH:11]=1)=[O:6], predict the reactants needed to synthesize it. The reactants are: [H-].[Na+].[CH3:3][O:4][C:5]([C:7]1[N:8]([NH:12][C:13]([O:15][C:16]([CH3:19])([CH3:18])[CH3:17])=[O:14])[CH:9]=[CH:10][CH:11]=1)=[O:6].[CH2:20](Br)[C:21]1[CH:26]=[CH:25][CH:24]=[CH:23][CH:22]=1.